Dataset: Full USPTO retrosynthesis dataset with 1.9M reactions from patents (1976-2016). Task: Predict the reactants needed to synthesize the given product. (1) Given the product [CH2:25]([S:27]([C:30]1[CH:31]=[C:32]([CH:36]=[CH:37][CH:38]=1)[C:33]([O:24][C:20]1[CH:21]=[CH:22][CH:23]=[C:18]([C:7]2[C:6]3[C:11](=[C:2]([Cl:1])[CH:3]=[CH:4][CH:5]=3)[N:10]=[CH:9][C:8]=2[C:12]2[CH:17]=[CH:16][CH:15]=[CH:14][CH:13]=2)[CH:19]=1)=[O:34])(=[O:29])=[O:28])[CH3:26], predict the reactants needed to synthesize it. The reactants are: [Cl:1][C:2]1[CH:3]=[CH:4][CH:5]=[C:6]2[C:11]=1[N:10]=[CH:9][C:8]([C:12]1[CH:17]=[CH:16][CH:15]=[CH:14][CH:13]=1)=[C:7]2[C:18]1[CH:19]=[C:20]([OH:24])[CH:21]=[CH:22][CH:23]=1.[CH2:25]([S:27]([C:30]1[CH:31]=[C:32]([CH:36]=[CH:37][CH:38]=1)[C:33](O)=[O:34])(=[O:29])=[O:28])[CH3:26]. (2) Given the product [Cl:1][C:2]1[CH:3]=[C:4]2[C:8](=[CH:9][CH:10]=1)[N:7]([C:11]([C:13]1[CH:14]=[C:15]3[C:20](=[CH:21][C:22]=1[CH3:23])[N:19]1[C:24]([CH:27]4[CH2:32][CH2:31][CH:30]=[CH:29][CH2:28]4)=[N:25][CH:26]=[C:18]1[C:17](=[O:34])[NH:16]3)=[O:12])[CH2:6][CH2:5]2, predict the reactants needed to synthesize it. The reactants are: [Cl:1][C:2]1[CH:3]=[C:4]2[C:8](=[CH:9][CH:10]=1)[N:7]([C:11]([C:13]1[CH:14]=[C:15]3[C:20](=[CH:21][C:22]=1[CH3:23])[N:19]1[C:24]([C@H:27]4[CH2:32][CH2:31][C@H:30](O)[CH2:29][CH2:28]4)=[N:25][CH:26]=[C:18]1[C:17](=[O:34])[NH:16]3)=[O:12])[CH2:6][CH2:5]2.ClCCl.C(N(S(F)(F)F)CC)C.C(=O)([O-])O.[Na+].